Dataset: Peptide-MHC class II binding affinity with 134,281 pairs from IEDB. Task: Regression. Given a peptide amino acid sequence and an MHC pseudo amino acid sequence, predict their binding affinity value. This is MHC class II binding data. (1) The MHC is HLA-DQA10501-DQB10201 with pseudo-sequence HLA-DQA10501-DQB10201. The peptide sequence is MSSKFPELGMNASHC. The binding affinity (normalized) is 0. (2) The peptide sequence is LLNRNNSFKPFAEYK. The MHC is HLA-DQA10301-DQB10302 with pseudo-sequence HLA-DQA10301-DQB10302. The binding affinity (normalized) is 0.304. (3) The peptide sequence is AFILDGANLFPKV. The MHC is DRB3_0101 with pseudo-sequence DRB3_0101. The binding affinity (normalized) is 0.910. (4) The peptide sequence is GDLYIFESRAICKYA. The MHC is DRB5_0101 with pseudo-sequence DRB5_0101. The binding affinity (normalized) is 0.838. (5) The peptide sequence is IMFQSVLDGKLYEEE. The MHC is DRB1_0101 with pseudo-sequence DRB1_0101. The binding affinity (normalized) is 0.647.